This data is from Reaction yield outcomes from USPTO patents with 853,638 reactions. The task is: Predict the reaction yield, written as a fraction of the theoretical maximum amount of product (1.0 means a 100% yield; for example, 0.34 means a 34% yield). (1) The reactants are [O:1]=[C:2]1[C:10]2[C:5](=[CH:6][CH:7]=[CH:8][CH:9]=2)[C:4](=[O:11])[N:3]1[CH2:12][CH:13]=O.Cl.[C:16]([O:20][C:21](=[O:28])[C@H:22]([C@H:24]([CH2:26][CH3:27])[CH3:25])[NH2:23])([CH3:19])([CH3:18])[CH3:17].C([BH3-])#N.[Na+].C(O)(=O)C. The catalyst is CO. The product is [O:11]=[C:4]1[C:5]2[C:10](=[CH:9][CH:8]=[CH:7][CH:6]=2)[C:2](=[O:1])[N:3]1[CH2:12][CH2:13][NH:23][C@@H:22]([C@@H:24]([CH3:25])[CH2:26][CH3:27])[C:21]([O:20][C:16]([CH3:17])([CH3:18])[CH3:19])=[O:28]. The yield is 0.590. (2) The reactants are [CH3:1][CH:2]1[CH2:7][C:6]([C:8]2[CH:13]=[CH:12][N:11]=[CH:10][C:9]=2[N+:14]([O-:16])=[O:15])=[CH:5]C=C1.C1C(=O)N([Br:24])C(=O)C1.C([O:28][CH2:29][CH3:30])(=O)C. The catalyst is C1COCC1.O. The product is [Br:24][CH:30]1[CH:29]([OH:28])[CH:5]=[C:6]([C:8]2[CH:13]=[CH:12][N:11]=[CH:10][C:9]=2[N+:14]([O-:16])=[O:15])[CH2:7][CH:2]1[CH3:1]. The yield is 0.800. (3) The reactants are [Br:1][C:2]1[CH:3]=[C:4]2[C:8](=[CH:9][CH:10]=1)[C:7](=[O:11])[N:6]([C:12]1[C:20]3[C:15](=[N:16][CH:17]=[C:18]([C:21]4[CH:26]=[CH:25][C:24]([S:27]([CH:30]([CH3:32])[CH3:31])(=[O:29])=[O:28])=[CH:23][CH:22]=4)[N:19]=3)[N:14](C(C3C=CC=CC=3)(C3C=CC=CC=3)C3C=CC=CC=3)[CH:13]=1)[CH2:5]2.C([SiH](CC)CC)C.C(O)(C(F)(F)F)=O. The catalyst is C(Cl)Cl. The product is [Br:1][C:2]1[CH:3]=[C:4]2[C:8](=[CH:9][CH:10]=1)[C:7](=[O:11])[N:6]([C:12]1[C:20]3[C:15](=[N:16][CH:17]=[C:18]([C:21]4[CH:22]=[CH:23][C:24]([S:27]([CH:30]([CH3:32])[CH3:31])(=[O:28])=[O:29])=[CH:25][CH:26]=4)[N:19]=3)[NH:14][CH:13]=1)[CH2:5]2. The yield is 0.490.